Task: Predict the reactants needed to synthesize the given product.. Dataset: Full USPTO retrosynthesis dataset with 1.9M reactions from patents (1976-2016) Given the product [CH3:1][C:2]1[O:6][N:5]=[C:4]([C:7]2[CH:8]=[CH:9][CH:10]=[CH:11][CH:12]=2)[C:3]=1[CH2:13][O:14][C:15]1[N:16]=[CH:17][C:18]([C:19]([N:26]2[CH2:27][CH2:28][S:24][CH2:25]2)=[O:21])=[CH:22][CH:23]=1, predict the reactants needed to synthesize it. The reactants are: [CH3:1][C:2]1[O:6][N:5]=[C:4]([C:7]2[CH:12]=[CH:11][CH:10]=[CH:9][CH:8]=2)[C:3]=1[CH2:13][O:14][C:15]1[CH:23]=[CH:22][C:18]([C:19]([OH:21])=O)=[CH:17][N:16]=1.[S:24]1[CH2:28][CH2:27][NH:26][CH2:25]1.